Dataset: Full USPTO retrosynthesis dataset with 1.9M reactions from patents (1976-2016). Task: Predict the reactants needed to synthesize the given product. (1) The reactants are: CC(C)[C@H](N1CC2C(=CC(C3C=CC(NS(C4C=CC=CC=4)(=O)=O)=CC=3)=CC=2)C1=O)C(O)=O.[CH3:34][CH:35]([CH3:71])[C@H:36]([N:41]1[CH2:49][C:48]2[C:43](=[CH:44][C:45]([C:50]3[CH:55]=[CH:54][C:53]([NH:56][S:57]([C:60]4[CH:65]=[CH:64][C:63]([C:66]([F:69])([F:68])[F:67])=[CH:62][CH:61]=4)(=[O:59])=[O:58])=[CH:52][CH:51]=3)=[CH:46][CH:47]=2)[C:42]1=[O:70])[C:37]([O:39]C)=[O:38]. Given the product [CH3:34][CH:35]([CH3:71])[C@H:36]([N:41]1[CH2:49][C:48]2[C:43](=[CH:44][C:45]([C:50]3[CH:51]=[CH:52][C:53]([NH:56][S:57]([C:60]4[CH:65]=[CH:64][C:63]([C:66]([F:69])([F:68])[F:67])=[CH:62][CH:61]=4)(=[O:59])=[O:58])=[CH:54][CH:55]=3)=[CH:46][CH:47]=2)[C:42]1=[O:70])[C:37]([OH:39])=[O:38], predict the reactants needed to synthesize it. (2) Given the product [N:17]1[CH:18]=[CH:19][CH:20]=[C:15](/[CH:14]=[C:11](/[C:5]2[C:4]3[C:8](=[CH:9][CH:10]=[C:2]([C:36]4[CH:37]=[C:38]([O:42][CH3:43])[C:39]([O:40][CH3:41])=[C:34]([O:33][CH3:32])[CH:35]=4)[CH:3]=3)[NH:7][CH:6]=2)\[C:12]#[N:13])[CH:16]=1, predict the reactants needed to synthesize it. The reactants are: Br[C:2]1[CH:3]=[C:4]2[C:8](=[CH:9][CH:10]=1)[NH:7][CH:6]=[C:5]2/[C:11](=[CH:14]/[C:15]1[CH:16]=[N:17][CH:18]=[CH:19][CH:20]=1)/[C:12]#[N:13].[O-]P([O-])([O-])=O.[K+].[K+].[K+].C(Cl)Cl.[CH3:32][O:33][C:34]1[CH:35]=[C:36](B(O)O)[CH:37]=[C:38]([O:42][CH3:43])[C:39]=1[O:40][CH3:41]. (3) The reactants are: [CH3:1][N:2]([C:5]1[CH:10]=[CH:9][CH:8]=[CH:7][N:6]=1)[CH:3]=O.[Cl:11][C:12]1[CH:26]=[CH:25][C:15]([O:16][C:17]2[N:22]=[CH:21][C:20]([NH2:23])=[CH:19][C:18]=2[CH3:24])=[CH:14][C:13]=1[C:27]([F:30])([F:29])[F:28].[OH-].[Na+].Cl[CH2:34]Cl. Given the product [Cl:11][C:12]1[CH:26]=[CH:25][C:15]([O:16][C:17]2[N:22]=[CH:21][C:20]([N:23]=[CH:1][N:2]([CH2:3][CH3:34])[C:5]3[CH:10]=[CH:9][CH:8]=[CH:7][N:6]=3)=[CH:19][C:18]=2[CH3:24])=[CH:14][C:13]=1[C:27]([F:30])([F:28])[F:29], predict the reactants needed to synthesize it. (4) Given the product [Br:9][C:10]1[CH:19]=[C:18]([CH2:20][Br:8])[CH:17]=[CH:16][C:11]=1[C:12]([O:14][CH3:15])=[O:13], predict the reactants needed to synthesize it. The reactants are: C1C(=O)N([Br:8])C(=O)C1.[Br:9][C:10]1[CH:19]=[C:18]([CH3:20])[CH:17]=[CH:16][C:11]=1[C:12]([O:14][CH3:15])=[O:13]. (5) Given the product [CH3:22][S:23]([O:1][CH2:2][C:3]1[CH:8]=[CH:7][C:6]([N+:9]([O-:11])=[O:10])=[CH:5][C:4]=1[CH2:12][CH2:13][O:14][S:23]([CH3:22])(=[O:25])=[O:24])(=[O:25])=[O:24], predict the reactants needed to synthesize it. The reactants are: [OH:1][CH2:2][C:3]1[CH:8]=[CH:7][C:6]([N+:9]([O-:11])=[O:10])=[CH:5][C:4]=1[CH2:12][CH2:13][OH:14].C(N(CC)CC)C.[CH3:22][S:23](Cl)(=[O:25])=[O:24]. (6) Given the product [F:9][C:10]1[CH:11]=[C:12]2[C:16](=[CH:17][CH:18]=1)[NH:15][CH:14]=[C:13]2[C@H:19]1[CH2:23][CH2:22][C@@H:21]([N:24]([CH3:1])[CH2:25][C@@H:26]2[O:40][C:30]3=[C:31]4[C:36](=[CH:37][CH:38]=[C:29]3[O:28][CH2:27]2)[N:35]=[C:34]([CH3:39])[CH:33]=[CH:32]4)[CH2:20]1, predict the reactants needed to synthesize it. The reactants are: [C:1](O)(=O)/C=C/C(O)=O.[F:9][C:10]1[CH:11]=[C:12]2[C:16](=[CH:17][CH:18]=1)[NH:15][CH:14]=[C:13]2[C@H:19]1[CH2:23][CH2:22][C@@H:21]([NH:24][CH2:25][C@@H:26]2[O:40][C:30]3=[C:31]4[C:36](=[CH:37][CH:38]=[C:29]3[O:28][CH2:27]2)[N:35]=[C:34]([CH3:39])[CH:33]=[CH:32]4)[CH2:20]1.C=O.C(O[BH-](OC(=O)C)OC(=O)C)(=O)C.[Na+]. (7) Given the product [Cl:11][C:12]1[CH:21]=[C:20]2[C:15]([CH2:16][CH2:17][CH2:18][CH:19]2[C:22]2[CH:23]=[C:24]([CH:27]=[O:28])[S:25][CH:26]=2)=[CH:14][CH:13]=1, predict the reactants needed to synthesize it. The reactants are: C(Cl)(=O)C(Cl)=O.CS(C)=O.[Cl:11][C:12]1[CH:21]=[C:20]2[C:15]([CH2:16][CH2:17][CH2:18][CH:19]2[C:22]2[CH:23]=[C:24]([CH2:27][OH:28])[S:25][CH:26]=2)=[CH:14][CH:13]=1.C(N(CC)CC)C.C([O-])(O)=O.[Na+]. (8) Given the product [C:1]([NH:5][C:6]1[O:7][C:8]([C:11]2[CH:12]=[C:13]3[C:17](=[CH:18][CH:19]=2)[N:16]([S:20]([C:23]2[CH:29]=[CH:28][C:26]([CH3:27])=[CH:25][CH:24]=2)(=[O:22])=[O:21])[CH:15]=[C:14]3[C:40]2[N:45]=[C:44]([CH:46]3[CH2:48][CH2:47]3)[CH:43]=[CH:42][N:41]=2)=[N:9][N:10]=1)([CH3:4])([CH3:2])[CH3:3], predict the reactants needed to synthesize it. The reactants are: [C:1]([NH:5][C:6]1[O:7][C:8]([C:11]2[CH:12]=[C:13]3[C:17](=[CH:18][CH:19]=2)[N:16]([S:20]([C:23]2[CH:29]=[CH:28][C:26]([CH3:27])=[CH:25][CH:24]=2)(=[O:22])=[O:21])[CH:15]=[C:14]3B2OC(C)(C)C(C)(C)O2)=[N:9][N:10]=1)([CH3:4])([CH3:3])[CH3:2].Br[C:40]1[N:45]=[C:44]([CH:46]2[CH2:48][CH2:47]2)[CH:43]=[CH:42][N:41]=1.P([O-])([O-])([O-])=O.[K+].[K+].[K+].C1(P(C2CCCCC2)C2C=CC=CC=2C2C(C(C)C)=CC(C(C)C)=CC=2C(C)C)CCCCC1. (9) Given the product [ClH:21].[CH:1]1([CH2:4][C:5]2[CH:10]=[CH:9][C:8]([F:11])=[CH:7][C:6]=2[C:12]([CH:14]2[CH2:15][CH2:16][NH:17][CH2:18][CH2:19]2)=[O:13])[CH2:2][CH2:3]1, predict the reactants needed to synthesize it. The reactants are: [CH:1]1([CH2:4][C:5]2[CH:10]=[CH:9][C:8]([F:11])=[CH:7][C:6]=2[C:12]([CH:14]2[CH2:19][CH2:18][N:17](C)[CH2:16][CH2:15]2)=[O:13])[CH2:3][CH2:2]1.[Cl:21]C(OC(Cl)C)=O.CO.